This data is from Forward reaction prediction with 1.9M reactions from USPTO patents (1976-2016). The task is: Predict the product of the given reaction. (1) Given the reactants [CH2:1]([O:3][C:4]([C:6]1[CH:7]=[N:8][C:9]2[C:14]([C:15]=1Cl)=[CH:13][CH:12]=[CH:11][C:10]=2[N+:17]([O-])=O)=[O:5])[CH3:2].[CH2:20]([NH2:30])[C:21]1[CH:29]=[CH:28][C:27]2[O:26][CH2:25][O:24][C:23]=2[CH:22]=1, predict the reaction product. The product is: [CH2:1]([O:3][C:4]([C:6]1[CH:7]=[N:8][C:9]2[C:14]([C:15]=1[NH:30][CH2:20][C:21]1[CH:29]=[CH:28][C:27]3[O:26][CH2:25][O:24][C:23]=3[CH:22]=1)=[CH:13][CH:12]=[CH:11][C:10]=2[NH2:17])=[O:5])[CH3:2]. (2) Given the reactants [CH3:1][O:2][C:3](=[O:26])[CH2:4][C@H:5]1[C:9]2[CH:10]=[CH:11][C:12]([O:14][C@H:15]3[C:23]4[C:18](=[C:19]([OH:25])[CH:20]=[CH:21][C:22]=4[F:24])[CH2:17][CH2:16]3)=[CH:13][C:8]=2[O:7][CH2:6]1.[N:27]1([CH2:33][C:34]2[CH:39]=[CH:38][C:37](B(O)O)=[CH:36][CH:35]=2)[CH2:32][CH2:31][O:30][CH2:29][CH2:28]1, predict the reaction product. The product is: [CH3:1][O:2][C:3](=[O:26])[CH2:4][C@H:5]1[C:9]2[CH:10]=[CH:11][C:12]([O:14][C@H:15]3[C:23]4[C:18](=[C:19]([O:25][C:37]5[CH:36]=[CH:35][C:34]([CH2:33][N:27]6[CH2:32][CH2:31][O:30][CH2:29][CH2:28]6)=[CH:39][CH:38]=5)[CH:20]=[CH:21][C:22]=4[F:24])[CH2:17][CH2:16]3)=[CH:13][C:8]=2[O:7][CH2:6]1. (3) Given the reactants Cl[S:2]([C:5]1[S:6][C:7]([C:10]2[CH:15]=[CH:14][C:13]([C:16]([O:18][CH3:19])=[O:17])=[CH:12][CH:11]=2)=[CH:8][CH:9]=1)(=[O:4])=[O:3].[NH2:20][C:21]1[O:25][N:24]=[C:23]([CH3:26])[C:22]=1[Br:27], predict the reaction product. The product is: [Br:27][C:22]1[C:23]([CH3:26])=[N:24][O:25][C:21]=1[NH:20][S:2]([C:5]1[S:6][C:7]([C:10]2[CH:15]=[CH:14][C:13]([C:16]([O:18][CH3:19])=[O:17])=[CH:12][CH:11]=2)=[CH:8][CH:9]=1)(=[O:4])=[O:3]. (4) Given the reactants [NH2:1][C:2]1[CH:9]=[CH:8][CH:7]=[C:6]([Cl:10])[C:3]=1[CH:4]=[O:5].[CH:11]1([Mg]Br)[CH2:15][CH2:14][CH2:13][CH2:12]1, predict the reaction product. The product is: [NH2:1][C:2]1[CH:9]=[CH:8][CH:7]=[C:6]([Cl:10])[C:3]=1[CH:4]([CH:11]1[CH2:15][CH2:14][CH2:13][CH2:12]1)[OH:5]. (5) Given the reactants [Cl:1][C:2]1[S:6][C:5]([S:7]([N:10](S(C2SC(Cl)=CC=2)(=O)=O)[C:11]2[C:19]3[C:14](=[CH:15][CH:16]=[CH:17][C:18]=3[O:20][CH3:21])[N:13]([CH2:22][C:23]3[CH:28]=[CH:27][CH:26]=[C:25]([O:29][CH2:30][CH2:31][N:32]([CH3:34])[CH3:33])[CH:24]=3)[N:12]=2)(=[O:9])=[O:8])=[CH:4][CH:3]=1.[OH-].[Na+], predict the reaction product. The product is: [Cl:1][C:2]1[S:6][C:5]([S:7]([NH:10][C:11]2[C:19]3[C:14](=[CH:15][CH:16]=[CH:17][C:18]=3[O:20][CH3:21])[N:13]([CH2:22][C:23]3[CH:28]=[CH:27][CH:26]=[C:25]([O:29][CH2:30][CH2:31][N:32]([CH3:33])[CH3:34])[CH:24]=3)[N:12]=2)(=[O:8])=[O:9])=[CH:4][CH:3]=1. (6) The product is: [Cl:1][C:2]1[CH:3]=[CH:4][C:5]2[N:11]3[C:12]([C:15]([F:17])([F:18])[F:16])=[N:13][N:14]=[C:10]3[C@@H:9]([CH2:19][N:20]3[N:24]=[N:23][C:22]([CH2:25][CH2:26][C:27]([OH:29])=[O:28])=[N:21]3)[CH2:8][C@H:7]([C:32]3[CH:37]=[CH:36][CH:35]=[C:34]([O:38][CH3:39])[C:33]=3[O:40][CH3:41])[C:6]=2[CH:42]=1. Given the reactants [Cl:1][C:2]1[CH:3]=[CH:4][C:5]2[N:11]3[C:12]([C:15]([F:18])([F:17])[F:16])=[N:13][N:14]=[C:10]3[C@@H:9]([CH2:19][N:20]3[N:24]=[N:23][C:22]([CH2:25][CH2:26][C:27]([O:29]CC)=[O:28])=[N:21]3)[CH2:8][C@H:7]([C:32]3[CH:37]=[CH:36][CH:35]=[C:34]([O:38][CH3:39])[C:33]=3[O:40][CH3:41])[C:6]=2[CH:42]=1.C(=O)([O-])[O-].[K+].[K+].Cl, predict the reaction product. (7) Given the reactants [Br:1][CH2:2][C:3]([O:5][CH2:6][CH3:7])=[O:4].[CH3:8][C:9]1[N:10]=[C:11]([N:15]=[CH:16][N:17]([CH3:19])[CH3:18])[S:12][C:13]=1[CH3:14], predict the reaction product. The product is: [Br-:1].[CH3:19][N:17]([CH:16]=[N:15][C:11]1[S:12][C:13]([CH3:14])=[C:9]([CH3:8])[N+:10]=1[CH2:2][C:3]([O:5][CH2:6][CH3:7])=[O:4])[CH3:18].